From a dataset of Forward reaction prediction with 1.9M reactions from USPTO patents (1976-2016). Predict the product of the given reaction. (1) The product is: [CH3:1][O:2][C:3]1[CH:4]=[C:5]([C:16]2[O:17][C:18]3[CH:24]=[CH:23][CH:22]=[CH:21][C:19]=3[N:20]=2)[CH:6]=[CH:7][C:8]=1[CH2:9][C:39]1[CH:38]=[CH:36][N:37]=[CH:41][CH:40]=1. Given the reactants [CH3:1][O:2][C:3]1[CH:4]=[C:5]([C:16]2[O:17][C:18]3[CH:24]=[CH:23][CH:22]=[CH:21][C:19]=3[N:20]=2)[CH:6]=[CH:7][C:8]=1[CH2:9]C1C=NC=CC=1.BrCC1C=CC(C2OC3[CH:41]=[CH:40][CH:39]=[CH:38][C:36]=3[N:37]=2)=CC=1OC.N1C=CC(B(O)O)=CC=1, predict the reaction product. (2) Given the reactants [N:1]1[O:2][N:3]=[C:4]2[CH:9]=[C:8]([CH:10]=O)[CH:7]=[CH:6][C:5]=12.[OH:12][C:13]1[CH:18]=[CH:17][CH:16]=[CH:15][C:14]=1[N:19]1[C:23](=[O:24])[CH2:22][S:21][C:20]1=[S:25].C([O-])(=O)C.[Na+], predict the reaction product. The product is: [N:1]1[O:2][N:3]=[C:4]2[CH:9]=[C:8]([CH:10]=[C:22]3[S:21][C:20](=[S:25])[N:19]([C:14]4[CH:15]=[CH:16][CH:17]=[CH:18][C:13]=4[OH:12])[C:23]3=[O:24])[CH:7]=[CH:6][C:5]=12. (3) Given the reactants [C:1]1([C:7]2[N:8]=[C:9]([C:29]([NH2:31])=[O:30])[C:10]3[NH:15][CH:14]=[C:13]([C:16]4[CH2:17][CH2:18][N:19](CC5C=CC=CC=5)[CH2:20][CH:21]=4)[C:11]=3[N:12]=2)[CH:6]=[CH:5][CH:4]=[CH:3][CH:2]=1, predict the reaction product. The product is: [C:1]1([C:7]2[N:8]=[C:9]([C:29]([NH2:31])=[O:30])[C:10]3[NH:15][CH:14]=[C:13]([CH:16]4[CH2:21][CH2:20][NH:19][CH2:18][CH2:17]4)[C:11]=3[N:12]=2)[CH:2]=[CH:3][CH:4]=[CH:5][CH:6]=1.